Dataset: NCI-60 drug combinations with 297,098 pairs across 59 cell lines. Task: Regression. Given two drug SMILES strings and cell line genomic features, predict the synergy score measuring deviation from expected non-interaction effect. (1) Drug 1: CC12CCC3C(C1CCC2=O)CC(=C)C4=CC(=O)C=CC34C. Drug 2: C#CCC(CC1=CN=C2C(=N1)C(=NC(=N2)N)N)C3=CC=C(C=C3)C(=O)NC(CCC(=O)O)C(=O)O. Cell line: DU-145. Synergy scores: CSS=51.3, Synergy_ZIP=-1.29, Synergy_Bliss=-2.91, Synergy_Loewe=-1.53, Synergy_HSA=-1.78. (2) Drug 1: CN1C(=O)N2C=NC(=C2N=N1)C(=O)N. Drug 2: CNC(=O)C1=NC=CC(=C1)OC2=CC=C(C=C2)NC(=O)NC3=CC(=C(C=C3)Cl)C(F)(F)F. Cell line: MDA-MB-231. Synergy scores: CSS=-0.144, Synergy_ZIP=3.34, Synergy_Bliss=4.82, Synergy_Loewe=-0.560, Synergy_HSA=0.509. (3) Drug 1: CNC(=O)C1=CC=CC=C1SC2=CC3=C(C=C2)C(=NN3)C=CC4=CC=CC=N4. Drug 2: CN(CC1=CN=C2C(=N1)C(=NC(=N2)N)N)C3=CC=C(C=C3)C(=O)NC(CCC(=O)O)C(=O)O. Cell line: UO-31. Synergy scores: CSS=17.5, Synergy_ZIP=-8.07, Synergy_Bliss=-5.13, Synergy_Loewe=-21.3, Synergy_HSA=-5.19. (4) Drug 1: CN1C2=C(C=C(C=C2)N(CCCl)CCCl)N=C1CCCC(=O)O.Cl. Drug 2: COC1=C2C(=CC3=C1OC=C3)C=CC(=O)O2. Cell line: CAKI-1. Synergy scores: CSS=0.499, Synergy_ZIP=0.0925, Synergy_Bliss=-1.77, Synergy_Loewe=-0.813, Synergy_HSA=-2.85. (5) Drug 1: CCCS(=O)(=O)NC1=C(C(=C(C=C1)F)C(=O)C2=CNC3=C2C=C(C=N3)C4=CC=C(C=C4)Cl)F. Drug 2: CC1CCCC2(C(O2)CC(NC(=O)CC(C(C(=O)C(C1O)C)(C)C)O)C(=CC3=CSC(=N3)C)C)C. Cell line: ACHN. Synergy scores: CSS=8.12, Synergy_ZIP=0.194, Synergy_Bliss=5.23, Synergy_Loewe=2.35, Synergy_HSA=2.74. (6) Drug 1: CC1CCC2CC(C(=CC=CC=CC(CC(C(=O)C(C(C(=CC(C(=O)CC(OC(=O)C3CCCCN3C(=O)C(=O)C1(O2)O)C(C)CC4CCC(C(C4)OC)O)C)C)O)OC)C)C)C)OC. Drug 2: CC12CCC3C(C1CCC2O)C(CC4=C3C=CC(=C4)O)CCCCCCCCCS(=O)CCCC(C(F)(F)F)(F)F. Cell line: SK-MEL-28. Synergy scores: CSS=0.0840, Synergy_ZIP=0.490, Synergy_Bliss=-1.07, Synergy_Loewe=-1.10, Synergy_HSA=-2.04. (7) Drug 1: C1=NC2=C(N1)C(=S)N=C(N2)N. Drug 2: CC1=C2C(C(=O)C3(C(CC4C(C3C(C(C2(C)C)(CC1OC(=O)C(C(C5=CC=CC=C5)NC(=O)OC(C)(C)C)O)O)OC(=O)C6=CC=CC=C6)(CO4)OC(=O)C)O)C)O. Cell line: OVCAR-4. Synergy scores: CSS=31.3, Synergy_ZIP=-5.96, Synergy_Bliss=-5.05, Synergy_Loewe=-4.78, Synergy_HSA=-1.09.